This data is from HIV replication inhibition screening data with 41,000+ compounds from the AIDS Antiviral Screen. The task is: Binary Classification. Given a drug SMILES string, predict its activity (active/inactive) in a high-throughput screening assay against a specified biological target. (1) The result is 0 (inactive). The compound is Cc1cc2nc3c4ccccc4n(C)c3nc2cc1C. (2) The compound is O=C(O)C(=O)O.O=c1oc2cccnc2n1CCCCN1CCN(c2ccccc2)CC1. The result is 0 (inactive). (3) The drug is N#Cc1cc2c(n(C3OC(CO)C(O)C(O)C3O)c1=S)CCCCC2. The result is 0 (inactive).